This data is from Full USPTO retrosynthesis dataset with 1.9M reactions from patents (1976-2016). The task is: Predict the reactants needed to synthesize the given product. (1) Given the product [CH3:9][O:8][C:5]1[N:4]=[C:3]([O:10][CH3:11])[C:2]([C:19]2([OH:22])[CH2:20][CH2:21][C:16]3([O:15][CH2:14][CH2:13][O:12]3)[CH2:17][CH2:18]2)=[CH:7][N:6]=1, predict the reactants needed to synthesize it. The reactants are: Br[C:2]1[C:3]([O:10][CH3:11])=[N:4][C:5]([O:8][CH3:9])=[N:6][CH:7]=1.[O:12]1[C:16]2([CH2:21][CH2:20][C:19](=[O:22])[CH2:18][CH2:17]2)[O:15][CH2:14][CH2:13]1. (2) Given the product [Cl:1][C:2]1[CH:11]=[C:10]([CH:12]([NH2:34])[CH3:13])[C:9]([N:15]2[CH2:20][CH2:19][N:18]([CH2:21][C:22]3[CH:27]=[CH:26][N:25]=[CH:24][CH:23]=3)[CH2:17][CH2:16]2)=[C:8]2[C:3]=1[CH:4]=[CH:5][CH:6]=[N:7]2, predict the reactants needed to synthesize it. The reactants are: [Cl:1][C:2]1[CH:11]=[C:10]([C:12](=O)[CH3:13])[C:9]([N:15]2[CH2:20][CH2:19][N:18]([CH2:21][C:22]3[CH:27]=[CH:26][N:25]=[CH:24][CH:23]=3)[CH2:17][CH2:16]2)=[C:8]2[C:3]=1[CH:4]=[CH:5][CH:6]=[N:7]2.C([O-])(=O)C.[NH4+].C([BH3-])#[N:34].[Na+].O1CCCC1. (3) Given the product [C:11]1([CH:10]([C:17]2[CH:22]=[CH:21][CH:20]=[CH:19][CH:18]=2)[N:8]2[CH2:9][CH:6]([N:23]3[CH2:28][CH2:27][O:26][CH2:25][C@H:24]3[CH2:29][OH:30])[CH2:7]2)[CH:16]=[CH:15][CH:14]=[CH:13][CH:12]=1, predict the reactants needed to synthesize it. The reactants are: CS(O[CH:6]1[CH2:9][N:8]([CH:10]([C:17]2[CH:22]=[CH:21][CH:20]=[CH:19][CH:18]=2)[C:11]2[CH:16]=[CH:15][CH:14]=[CH:13][CH:12]=2)[CH2:7]1)(=O)=O.[NH:23]1[CH2:28][CH2:27][O:26][CH2:25][C@H:24]1[CH2:29][OH:30].CCN(C(C)C)C(C)C. (4) Given the product [C:16]([O:20][C:21](=[O:22])[NH:23][C:24]1[CH:32]=[C:31]([C:33]([F:36])([F:35])[F:34])[CH:30]=[C:26]([C:27](=[O:29])[N:2]([CH3:1])[C:3]2[CH:4]=[N:5][CH:6]=[CH:7][C:8]=2[C:9]2[CH:14]=[CH:13][CH:12]=[CH:11][C:10]=2[CH3:15])[CH:25]=1)([CH3:17])([CH3:18])[CH3:19], predict the reactants needed to synthesize it. The reactants are: [CH3:1][NH:2][C:3]1[CH:4]=[N:5][CH:6]=[CH:7][C:8]=1[C:9]1[CH:14]=[CH:13][CH:12]=[CH:11][C:10]=1[CH3:15].[C:16]([O:20][C:21]([NH:23][C:24]1[CH:25]=[C:26]([CH:30]=[C:31]([C:33]([F:36])([F:35])[F:34])[CH:32]=1)[C:27]([OH:29])=O)=[O:22])([CH3:19])([CH3:18])[CH3:17]. (5) The reactants are: [CH:1]([C:3]1[CH:8]=[C:7]([Mg]Br)[CH:6]=[CH:5][C:4]=1[C:11]1[CH:16]=[CH:15][CH:14]=[CH:13][CH:12]=1)=[CH2:2].BrC1C=CC(C2C=CC=CC=2)=C(C=C)C=1.[Mg].[O:33]=[C:34]1[CH2:38][N:37]([C:39]([O:41][CH2:42][CH2:43][Si:44]([CH3:47])([CH3:46])[CH3:45])=[O:40])[C@H:36]([C:48]([O:50][CH3:51])=[O:49])[CH2:35]1. Given the product [OH:33][C@:34]1([C:7]2[CH:6]=[CH:5][C:4]([C:11]3[CH:16]=[CH:15][CH:14]=[CH:13][CH:12]=3)=[C:3]([CH:1]=[CH2:2])[CH:8]=2)[CH2:38][N:37]([C:39]([O:41][CH2:42][CH2:43][Si:44]([CH3:46])([CH3:47])[CH3:45])=[O:40])[C@H:36]([C:48]([O:50][CH3:51])=[O:49])[CH2:35]1, predict the reactants needed to synthesize it. (6) Given the product [CH3:1][O:2][C:3]1[CH:4]=[C:5]([CH2:11][CH:12]([NH:17][CH:18]=[O:19])[C:13]([F:15])([F:16])[F:14])[CH:6]=[CH:7][C:8]=1[O:9][CH3:10], predict the reactants needed to synthesize it. The reactants are: [CH3:1][O:2][C:3]1[CH:4]=[C:5]([CH2:11][CH:12]([NH2:17])[C:13]([F:16])([F:15])[F:14])[CH:6]=[CH:7][C:8]=1[O:9][CH3:10].[CH:18](OCC)=[O:19]. (7) Given the product [Cl:1][C:2]1[CH:17]=[CH:16][C:5]([CH2:6][N:7]2[CH2:12][C@H:11]([CH3:13])[C@H:10]([NH:14][CH2:35][C@@:32]([OH:33])([CH3:34])[CH2:31][O:30][C:21]3[CH:20]=[C:19]([F:18])[CH:24]=[CH:23][C:22]=3[CH2:25][C:26]([O:28][CH3:29])=[O:27])[CH2:9][C@H:8]2[CH3:15])=[CH:4][CH:3]=1, predict the reactants needed to synthesize it. The reactants are: [Cl:1][C:2]1[CH:17]=[CH:16][C:5]([CH2:6][N:7]2[CH2:12][C@H:11]([CH3:13])[CH:10]([NH2:14])[CH2:9][C@H:8]2[CH3:15])=[CH:4][CH:3]=1.[F:18][C:19]1[CH:24]=[CH:23][C:22]([CH2:25][C:26]([O:28][CH3:29])=[O:27])=[C:21]([O:30][CH2:31][C@@H:32]2[CH2:34][O:33]2)[CH:20]=1.[CH2:35](O)C. (8) Given the product [Cl:3][C:4]1[N:9]=[C:8]([NH:10][NH:11][C:34](=[O:35])[C@H:33]([CH2:32][CH:27]2[CH2:28][CH2:29][CH2:30][CH2:31]2)[CH2:37][N:38]([O:39][CH:40]2[CH2:45][CH2:44][CH2:43][CH2:42][O:41]2)[CH:46]=[O:47])[C:7]([F:12])=[C:6]([NH:13][CH2:14][C:15]2[CH:19]=[CH:18][S:17][CH:16]=2)[N:5]=1, predict the reactants needed to synthesize it. The reactants are: Cl.Cl.[Cl:3][C:4]1[NH:5][C:6]([NH:13][CH2:14][C:15]2[CH:19]=[CH:18][S:17][CH:16]=2)=[C:7]([F:12])[C:8](=[N:10][NH2:11])[N:9]=1.C(NC(C)C)(C)C.[CH:27]1([CH2:32][C@H:33]([CH2:37][N:38]([CH:46]=[O:47])[O:39][CH:40]2[CH2:45][CH2:44][CH2:43][CH2:42][O:41]2)[C:34](O)=[O:35])[CH2:31][CH2:30][CH2:29][CH2:28]1.CN1CCOCC1.C1C=NC2N(O)N=NC=2C=1.C(Cl)CCl. (9) Given the product [Cl:1][C:2]1[CH:3]=[CH:4][C:5]([O:17][CH2:18][C:19]2[CH:20]=[CH:21][CH:22]=[CH:23][CH:24]=2)=[C:6]([CH2:8][C:9]2[S:10][CH:11]=[C:12]([C:14](/[N:16]=[CH:27]/[N:28]([CH3:30])[CH3:29])=[O:15])[N:13]=2)[CH:7]=1, predict the reactants needed to synthesize it. The reactants are: [Cl:1][C:2]1[CH:3]=[CH:4][C:5]([O:17][CH2:18][C:19]2[CH:24]=[CH:23][CH:22]=[CH:21][CH:20]=2)=[C:6]([CH2:8][C:9]2[S:10][CH:11]=[C:12]([C:14]([NH2:16])=[O:15])[N:13]=2)[CH:7]=1.CO[CH:27](OC)[N:28]([CH3:30])[CH3:29].